From a dataset of Catalyst prediction with 721,799 reactions and 888 catalyst types from USPTO. Predict which catalyst facilitates the given reaction. Reactant: [F:1][C:2]1[CH:7]=[C:6]([O:8][C:9]2[C:10]3[N:17]([CH3:18])[CH:16]=[CH:15][C:11]=3[N:12]=[CH:13][N:14]=2)[CH:5]=[CH:4][C:3]=1[NH:19][C:20]([NH:22][C:23]1[CH:28]=[CH:27][CH:26]=[C:25]([C:29]([F:32])([F:31])[F:30])[CH:24]=1)=[O:21].[C:33]([OH:40])(=[O:39])/[CH:34]=[CH:35]\[C:36]([OH:38])=[O:37]. Product: [C:33]([OH:40])(=[O:39])/[CH:34]=[CH:35]\[C:36]([OH:38])=[O:37].[F:1][C:2]1[CH:7]=[C:6]([O:8][C:9]2[C:10]3[N:17]([CH3:18])[CH:16]=[CH:15][C:11]=3[N:12]=[CH:13][N:14]=2)[CH:5]=[CH:4][C:3]=1[NH:19][C:20]([NH:22][C:23]1[CH:28]=[CH:27][CH:26]=[C:25]([C:29]([F:31])([F:30])[F:32])[CH:24]=1)=[O:21]. The catalyst class is: 8.